Predict which catalyst facilitates the given reaction. From a dataset of Catalyst prediction with 721,799 reactions and 888 catalyst types from USPTO. Reactant: C([O-])(O)=O.[Na+].[CH3:6][N:7]([CH3:22])[C:8]1[CH:17]=[CH:16][CH:15]=[C:14]2[C:9]=1[CH:10]=[CH:11][CH:12]=[C:13]2[S:18](Cl)(=[O:20])=[O:19].[NH2:23][CH2:24][CH2:25][CH2:26][CH2:27][CH2:28][CH2:29][CH2:30][C:31]([OH:33])=[O:32].C(N(CC)CC)C. Product: [CH3:6][N:7]([CH3:22])[C:8]1[CH:17]=[CH:16][CH:15]=[C:14]2[C:9]=1[CH:10]=[CH:11][CH:12]=[C:13]2[S:18]([NH:23][CH2:24][CH2:25][CH2:26][CH2:27][CH2:28][CH2:29][CH2:30][C:31]([OH:33])=[O:32])(=[O:20])=[O:19]. The catalyst class is: 95.